This data is from Serine/threonine kinase 33 screen with 319,792 compounds. The task is: Binary Classification. Given a drug SMILES string, predict its activity (active/inactive) in a high-throughput screening assay against a specified biological target. (1) The molecule is s1c2c(c(c1)C(=O)N\N=C/c1c(n(nc1)C)C)cccc2. The result is 0 (inactive). (2) The result is 0 (inactive). The compound is S(c1n(c(nn1)c1ccc(C(C)(C)C)cc1)CC)CC(=O)NNC1=c2c(=NC1=O)cccc2. (3) The molecule is Clc1c(OC)c(OCC)cc(c1)/C=C\C(OCC(=O)NCc1occc1)=O. The result is 0 (inactive). (4) The molecule is s1c(NC(=O)c2cc([N+]([O-])=O)c(N3CCOCC3)cc2)ncc1. The result is 1 (active). (5) The drug is Clc1c(OC(C(=O)NC2CCSC2=O)C)ccc(Cl)c1. The result is 0 (inactive).